From a dataset of Peptide-MHC class I binding affinity with 185,985 pairs from IEDB/IMGT. Regression. Given a peptide amino acid sequence and an MHC pseudo amino acid sequence, predict their binding affinity value. This is MHC class I binding data. (1) The peptide sequence is LLVSLGAISF. The MHC is Mamu-A02 with pseudo-sequence Mamu-A02. The binding affinity (normalized) is 0.717. (2) The peptide sequence is RRQKRAAPP. The MHC is HLA-B27:05 with pseudo-sequence HLA-B27:05. The binding affinity (normalized) is 0.127. (3) The peptide sequence is KQKFPYEGG. The MHC is HLA-B15:01 with pseudo-sequence HLA-B15:01. The binding affinity (normalized) is 0.